This data is from Reaction yield outcomes from USPTO patents with 853,638 reactions. The task is: Predict the reaction yield, written as a fraction of the theoretical maximum amount of product (1.0 means a 100% yield; for example, 0.34 means a 34% yield). The reactants are [C:1]([O:5][C:6]([N:8]1[CH2:13][CH2:12][CH:11]([NH:14][C:15]([C:17]2[CH:18]=[C:19]([C:39]3[CH:44]=[C:43]([CH:45]([CH3:47])[CH3:46])[CH:42]=[CH:41][C:40]=3[O:48][CH3:49])[C:20]([O:31][CH2:32][C:33]3[CH:38]=[CH:37][CH:36]=[CH:35][CH:34]=3)=[CH:21][C:22]=2[O:23][CH2:24][C:25]2[CH:30]=[CH:29][CH:28]=[CH:27][CH:26]=2)=O)[CH2:10][CH2:9]1)=[O:7])([CH3:4])([CH3:3])[CH3:2].P(Cl)(Cl)(Cl)(Cl)Cl.[Si]([N:60]=[N+:61]=[N-:62])(C)(C)C. The catalyst is ClCCl. The product is [C:1]([O:5][C:6]([N:8]1[CH2:13][CH2:12][CH:11]([N:14]2[C:15]([C:17]3[CH:18]=[C:19]([C:39]4[CH:44]=[C:43]([CH:45]([CH3:47])[CH3:46])[CH:42]=[CH:41][C:40]=4[O:48][CH3:49])[C:20]([O:31][CH2:32][C:33]4[CH:34]=[CH:35][CH:36]=[CH:37][CH:38]=4)=[CH:21][C:22]=3[O:23][CH2:24][C:25]3[CH:30]=[CH:29][CH:28]=[CH:27][CH:26]=3)=[N:62][N:61]=[N:60]2)[CH2:10][CH2:9]1)=[O:7])([CH3:3])([CH3:4])[CH3:2]. The yield is 0.590.